Dataset: Forward reaction prediction with 1.9M reactions from USPTO patents (1976-2016). Task: Predict the product of the given reaction. (1) Given the reactants [C:1]([O:5][C:6]([NH:8][CH2:9][C:10]1([C:13]([OH:15])=[O:14])[CH2:12][CH2:11]1)=[O:7])([CH3:4])([CH3:3])[CH3:2].[N+](=[CH:18][Si](C)(C)C)=[N-], predict the reaction product. The product is: [C:1]([O:5][C:6]([NH:8][CH2:9][C:10]1([C:13]([O:15][CH3:18])=[O:14])[CH2:11][CH2:12]1)=[O:7])([CH3:4])([CH3:2])[CH3:3]. (2) Given the reactants [Cl:1][C:2]1[C:10]2[N:9]=[C:8]3[N:11]([C:16]4[CH:24]=[CH:23][C:19]([C:20]([OH:22])=O)=[CH:18][C:17]=4[CH3:25])[CH2:12][CH2:13][CH2:14][CH2:15][N:7]3[C:6]=2[C:5]([CH:26]([CH2:29][CH3:30])[CH2:27][CH3:28])=[CH:4][CH:3]=1.ON1C2C=CC=CC=2N=N1.Cl.[CH2:42]([N:44]=[C:45]=NCCCN(C)C)C.CNC, predict the reaction product. The product is: [Cl:1][C:2]1[C:10]2[N:9]=[C:8]3[N:11]([C:16]4[CH:24]=[CH:23][C:19]([C:20]([N:44]([CH3:45])[CH3:42])=[O:22])=[CH:18][C:17]=4[CH3:25])[CH2:12][CH2:13][CH2:14][CH2:15][N:7]3[C:6]=2[C:5]([CH:26]([CH2:27][CH3:28])[CH2:29][CH3:30])=[CH:4][CH:3]=1. (3) The product is: [Cl:1][C:2]1[S:6][C:5]([S:7]([NH:11][C@@H:12]([CH:15]2[CH2:23][C:22]3[C:17](=[CH:18][CH:19]=[CH:20][CH:21]=3)[CH2:16]2)[CH2:13][OH:14])(=[O:9])=[O:8])=[CH:4][CH:3]=1. Given the reactants [Cl:1][C:2]1[S:6][C:5]([S:7](Cl)(=[O:9])=[O:8])=[CH:4][CH:3]=1.[NH2:11][C@@H:12]([CH:15]1[CH2:23][C:22]2[C:17](=[CH:18][CH:19]=[CH:20][CH:21]=2)[CH2:16]1)[CH2:13][OH:14].C(N(CC)CC)C.CCOC(C)=O.CCCCCC, predict the reaction product. (4) Given the reactants [NH:1]1[C:5]([CH2:6][C:7]2[C:15]3[C:10](=[CH:11][CH:12]=[CH:13][CH:14]=3)[N:9]([CH2:16][CH:17]([C:19]3[CH:24]=[CH:23][CH:22]=[CH:21][CH:20]=3)[OH:18])[CH:8]=2)=[N:4][N:3]=[N:2]1.CC(OI1(OC(C)=O)(OC(C)=O)OC(=O)C2C=CC=CC1=2)=O, predict the reaction product. The product is: [NH:4]1[C:5]([CH2:6][C:7]2[C:15]3[C:10](=[CH:11][CH:12]=[CH:13][CH:14]=3)[N:9]([CH2:16][C:17]([C:19]3[CH:24]=[CH:23][CH:22]=[CH:21][CH:20]=3)=[O:18])[CH:8]=2)=[N:1][N:2]=[N:3]1.